This data is from Reaction yield outcomes from USPTO patents with 853,638 reactions. The task is: Predict the reaction yield, written as a fraction of the theoretical maximum amount of product (1.0 means a 100% yield; for example, 0.34 means a 34% yield). (1) The product is [C:35]([OH:42])(=[O:41])/[CH:36]=[CH:37]\[C:38]([OH:40])=[O:39].[CH2:30]([N:3]([CH2:1][CH3:2])[CH2:4][CH2:5][NH:6][C:7]([C:9]1[C:17]2[CH2:16][CH2:15][CH2:14]/[C:13](=[C:18]3/[C:19](=[O:28])[NH:20][C:21]4[C:26]/3=[CH:25][C:24]([F:27])=[CH:23][CH:22]=4)/[C:12]=2[NH:11][C:10]=1[CH3:29])=[O:8])[CH3:31]. The reactants are [CH2:1]([N:3]([CH2:30][CH3:31])[CH2:4][CH2:5][NH:6][C:7]([C:9]1[C:17]2[CH2:16][CH2:15][CH2:14]/[C:13](=[C:18]3/[C:19](=[O:28])[NH:20][C:21]4[C:26]/3=[CH:25][C:24]([F:27])=[CH:23][CH:22]=4)/[C:12]=2[NH:11][C:10]=1[CH3:29])=[O:8])[CH3:2].C(#N)C.[C:35]([OH:42])(=[O:41])/[CH:36]=[CH:37]\[C:38]([OH:40])=[O:39]. The yield is 0.900. The catalyst is ClCCl. (2) The reactants are OS(O)(=O)=O.[CH3:6][NH:7][S:8]([C:11]1[CH:12]=[C:13]([CH2:17][CH2:18][CH2:19][CH:20]([CH2:24][CH2:25][C:26]2[CH:31]=[CH:30][CH:29]=[CH:28][CH:27]=2)[C:21]([OH:23])=[O:22])[CH:14]=[CH:15][CH:16]=1)(=[O:10])=[O:9].O.[CH3:33]O. No catalyst specified. The product is [CH3:6][NH:7][S:8]([C:11]1[CH:12]=[C:13]([CH2:17][CH2:18][CH2:19][CH:20]([CH2:24][CH2:25][C:26]2[CH:27]=[CH:28][CH:29]=[CH:30][CH:31]=2)[C:21]([O:23][CH3:33])=[O:22])[CH:14]=[CH:15][CH:16]=1)(=[O:9])=[O:10]. The yield is 0.730. (3) The reactants are O=[C:2]([CH2:8][C:9](=O)[CH3:10])[C:3]([O:5][CH2:6][CH3:7])=[O:4].[CH:12]([NH:15][NH2:16])([CH3:14])[CH3:13]. The catalyst is C(O)(=O)C. The product is [CH:12]([N:15]1[C:9]([CH3:10])=[CH:8][C:2]([C:3]([O:5][CH2:6][CH3:7])=[O:4])=[N:16]1)([CH3:14])[CH3:13]. The yield is 0.310. (4) The reactants are [N:1]1[CH:6]=[CH:5][CH:4]=[C:3]([NH2:7])[N:2]=1.N1C=CC=CC=1.Cl[C:15]([O:17][C:18]1[CH:23]=[CH:22][CH:21]=[CH:20][CH:19]=1)=[O:16]. The catalyst is C1COCC1.CC#N. The product is [N:1]1[CH:6]=[CH:5][CH:4]=[C:3]([NH:7][C:15](=[O:16])[O:17][C:18]2[CH:23]=[CH:22][CH:21]=[CH:20][CH:19]=2)[N:2]=1. The yield is 0.700. (5) The catalyst is C(O)(C(F)(F)F)=O. The reactants are [Cl:1][C:2]1[CH:3]=[C:4]2[C:8](=[CH:9][C:10]=1[C:11]([F:14])([F:13])[F:12])[C:7](=[O:15])[CH2:6][CH2:5]2.[N-:16]=[N+]=[N-].[Na+]. The product is [Cl:1][C:2]1[CH:3]=[C:4]2[C:8](=[CH:9][C:10]=1[C:11]([F:14])([F:13])[F:12])[C:7](=[O:15])[NH:16][CH2:6][CH2:5]2. The yield is 0.548. (6) The reactants are [OH:1][C:2]1[CH:9]=[CH:8][C:5]([CH:6]=[O:7])=[CH:4][CH:3]=1.[H][H].C1(C)C=CC(S(O[CH2:22][C:23]([F:28])([F:27])[CH:24]([F:26])[F:25])(=O)=O)=CC=1. The catalyst is C1C=CC=CC=1.CCCCCC. The product is [F:27][C:23]([F:28])([CH:24]([F:26])[F:25])[CH2:22][O:1][C:2]1[CH:9]=[CH:8][C:5]([CH:6]=[O:7])=[CH:4][CH:3]=1. The yield is 0.960. (7) No catalyst specified. The reactants are [CH3:1][C:2]([CH:5]=[O:6])([CH3:4])[CH3:3].[NH2:7][C:8]1[C:9](O)=[C:10]([CH:15]=[CH:16][CH:17]=1)[C:11]([O:13][CH3:14])=[O:12].C. The yield is 0.600. The product is [C:2]([C:5]1[O:6][C:9]2[C:10]([C:11]([O:13][CH3:14])=[O:12])=[CH:15][CH:16]=[CH:17][C:8]=2[N:7]=1)([CH3:4])([CH3:3])[CH3:1].